This data is from Forward reaction prediction with 1.9M reactions from USPTO patents (1976-2016). The task is: Predict the product of the given reaction. (1) Given the reactants C(=O)([O-])[O-].[Na+].[Na+].[C:7]([O:11][C:12](=[O:32])[NH:13][CH:14]1[CH2:18][CH2:17][N:16]([CH:19]2[CH2:24][CH2:23][N:22]([C:25]3[N:30]=[C:29](Cl)[N:28]=[CH:27][N:26]=3)[CH2:21][CH2:20]2)[CH2:15]1)([CH3:10])([CH3:9])[CH3:8].CC1(C)C(C)(C)OB([C:41]2[CH:50]=[CH:49][C:48]3[C:47]([CH3:52])([CH3:51])[CH2:46][CH2:45][C:44]([CH3:54])([CH3:53])[C:43]=3[CH:42]=2)O1, predict the reaction product. The product is: [C:7]([O:11][C:12](=[O:32])[NH:13][CH:14]1[CH2:18][CH2:17][N:16]([CH:19]2[CH2:24][CH2:23][N:22]([C:25]3[N:30]=[C:29]([C:50]4[CH:41]=[CH:42][C:43]5[C:44]([CH3:54])([CH3:53])[CH2:45][CH2:46][C:47]([CH3:52])([CH3:51])[C:48]=5[CH:49]=4)[N:28]=[CH:27][N:26]=3)[CH2:21][CH2:20]2)[CH2:15]1)([CH3:10])([CH3:9])[CH3:8]. (2) Given the reactants Cl[C:2]1[CH:7]=[C:6]([Cl:8])[N:5]=[CH:4][N:3]=1.[CH3:9][O:10][C:11]1[CH:16]=[CH:15][CH:14]=[CH:13][C:12]=1[CH:17]([CH3:20])[CH2:18][NH2:19].CCN(C(C)C)C(C)C, predict the reaction product. The product is: [Cl:8][C:6]1[N:5]=[CH:4][N:3]=[C:2]([NH:19][CH2:18][CH:17]([C:12]2[CH:13]=[CH:14][CH:15]=[CH:16][C:11]=2[O:10][CH3:9])[CH3:20])[CH:7]=1. (3) Given the reactants [CH3:1][C:2]1[CH:3]=[C:4]2[C:12](=[CH:13][CH:14]=1)[NH:11][C:10]1[CH:9]([NH2:15])[CH2:8][CH2:7][CH2:6][C:5]2=1.[C:16]1([N:22]=[C:23]=[O:24])[CH:21]=[CH:20][CH:19]=[CH:18][CH:17]=1, predict the reaction product. The product is: [CH3:1][C:2]1[CH:3]=[C:4]2[C:12](=[CH:13][CH:14]=1)[NH:11][C:10]1[CH:9]([NH:15][C:23]([NH:22][C:16]3[CH:21]=[CH:20][CH:19]=[CH:18][CH:17]=3)=[O:24])[CH2:8][CH2:7][CH2:6][C:5]2=1. (4) Given the reactants [OH:1][CH2:2][C:3]1[CH:19]=[CH:18][C:6]2[S:7][CH:8]=[C:9]([C:10]3[CH:15]=[CH:14][C:13]([OH:16])=[CH:12][C:11]=3[CH3:17])[C:5]=2[CH:4]=1.CC1C=CC(S(O[CH2:31][CH2:32][CH2:33][S:34]([CH3:37])(=[O:36])=[O:35])(=O)=O)=CC=1.C([O-])([O-])=O.[K+].[K+], predict the reaction product. The product is: [OH:1][CH2:2][C:3]1[CH:19]=[CH:18][C:6]2[S:7][CH:8]=[C:9]([C:10]3[CH:15]=[CH:14][C:13]([O:16][CH2:31][CH2:32][CH2:33][S:34]([CH3:37])(=[O:36])=[O:35])=[CH:12][C:11]=3[CH3:17])[C:5]=2[CH:4]=1. (5) Given the reactants [Cl:1][C:2]1[CH:3]=[C:4]2[C:9](=[CH:10][CH:11]=1)[CH:8]=[C:7]([S:12]([CH2:15][CH2:16][C:17]([OH:19])=O)(=[O:14])=[O:13])[CH:6]=[CH:5]2.S(Cl)([Cl:22])=O, predict the reaction product. The product is: [Cl:1][C:2]1[CH:3]=[C:4]2[C:9](=[CH:10][CH:11]=1)[CH:8]=[C:7]([S:12]([CH2:15][CH2:16][C:17]([Cl:22])=[O:19])(=[O:14])=[O:13])[CH:6]=[CH:5]2. (6) Given the reactants [OH-].[K+].[Cl:3][C:4]1[CH:5]=[C:6]2[C:10](=[CH:11][CH:12]=1)[NH:9][CH:8]=[CH:7]2.Br[CH2:14][CH2:15][C:16]([O:18]C)=[O:17], predict the reaction product. The product is: [Cl:3][C:4]1[CH:5]=[C:6]2[C:10](=[CH:11][CH:12]=1)[N:9]([CH2:14][CH2:15][C:16]([OH:18])=[O:17])[CH:8]=[CH:7]2. (7) The product is: [CH3:8][N:9]1[C:17]2[CH:16]=[C:15]([C:18]3[CH:23]=[CH:22][C:21]([O:24][CH2:25][CH2:26][CH:27]4[CH2:28][CH2:29][N:30]([C:40]5[CH:45]=[CH:44][CH:43]=[CH:42][N:41]=5)[CH2:31][CH2:32]4)=[C:20]([C:33]([F:36])([F:35])[F:34])[CH:19]=3)[N:14]=[C:13]([C:37]#[N:38])[C:12]=2[N:11]=[N:10]1. Given the reactants OC(C(F)(F)F)=O.[CH3:8][N:9]1[C:17]2[CH:16]=[C:15]([C:18]3[CH:23]=[CH:22][C:21]([O:24][CH2:25][CH2:26][CH:27]4[CH2:32][CH2:31][NH:30][CH2:29][CH2:28]4)=[C:20]([C:33]([F:36])([F:35])[F:34])[CH:19]=3)[N:14]=[C:13]([C:37]#[N:38])[C:12]=2[N:11]=[N:10]1.F[C:40]1[CH:45]=[CH:44][CH:43]=[CH:42][N:41]=1, predict the reaction product.